Dataset: Peptide-MHC class II binding affinity with 134,281 pairs from IEDB. Task: Regression. Given a peptide amino acid sequence and an MHC pseudo amino acid sequence, predict their binding affinity value. This is MHC class II binding data. (1) The peptide sequence is LKELLQNGMNGRTIL. The MHC is DRB1_0101 with pseudo-sequence DRB1_0101. The binding affinity (normalized) is 0.482. (2) The peptide sequence is DVINAPIKEFKAK. The MHC is DRB1_1501 with pseudo-sequence DRB1_1501. The binding affinity (normalized) is 0.0509. (3) The MHC is DRB1_0101 with pseudo-sequence DRB1_0101. The peptide sequence is LAAAAAWDALAAELY. The binding affinity (normalized) is 0.617. (4) The peptide sequence is KDYIALNEDLRSWTAADT. The MHC is DRB1_1201 with pseudo-sequence DRB1_1201. The binding affinity (normalized) is 0.495. (5) The peptide sequence is TLTAFGFASADLIEI. The MHC is HLA-DPA10301-DPB10402 with pseudo-sequence HLA-DPA10301-DPB10402. The binding affinity (normalized) is 0.846. (6) The peptide sequence is TEAFSTAWQAACKKP. The MHC is HLA-DQA10401-DQB10402 with pseudo-sequence HLA-DQA10401-DQB10402. The binding affinity (normalized) is 0.161. (7) The binding affinity (normalized) is 0.648. The peptide sequence is DVKFPGGGQIVGGEY. The MHC is HLA-DQA10501-DQB10301 with pseudo-sequence HLA-DQA10501-DQB10301.